This data is from Catalyst prediction with 721,799 reactions and 888 catalyst types from USPTO. The task is: Predict which catalyst facilitates the given reaction. (1) Reactant: [Cl:1][C:2]1[C:3]([C:11]([CH:13]2[CH2:18][CH2:17][CH2:16][CH2:15][CH2:14]2)=O)=[C:4]2[CH:10]=[CH:9][NH:8][C:5]2=[N:6][CH:7]=1.[CH3:19][NH:20][NH2:21].CC(O)=O. Product: [Cl:1][C:2]1[C:3]([C:11]([CH:13]2[CH2:18][CH2:17][CH2:16][CH2:15][CH2:14]2)=[N:21][NH:20][CH3:19])=[C:4]2[CH:10]=[CH:9][NH:8][C:5]2=[N:6][CH:7]=1. The catalyst class is: 51. (2) Reactant: [Si]([O:8][CH:9]([C:39]([CH3:42])([CH3:41])[CH3:40])[CH2:10][O:11][C:12]1[CH:17]=[CH:16][C:15]([C:18]([C:23]2[CH:36]=[CH:35][C:26]([CH2:27][NH:28][CH2:29][CH2:30][S:31]([CH3:34])(=[O:33])=[O:32])=[C:25]([CH3:37])[CH:24]=2)([CH2:21][CH3:22])[CH2:19][CH3:20])=[CH:14][C:13]=1[CH3:38])(C(C)(C)C)(C)C.CCCC[N+](CCCC)(CCCC)CCCC.[F-]. Product: [CH2:19]([C:18]([C:15]1[CH:16]=[CH:17][C:12]([O:11][CH2:10][CH:9]([OH:8])[C:39]([CH3:40])([CH3:42])[CH3:41])=[C:13]([CH3:38])[CH:14]=1)([C:23]1[CH:36]=[CH:35][C:26]([CH2:27][NH:28][CH2:29][CH2:30][S:31]([CH3:34])(=[O:33])=[O:32])=[C:25]([CH3:37])[CH:24]=1)[CH2:21][CH3:22])[CH3:20]. The catalyst class is: 20. (3) Reactant: [F:1][C:2]1[CH:7]=[CH:6][CH:5]=[CH:4][C:3]=1[CH2:8][C:9]([CH:11]1[C:16](=O)[CH2:15][CH2:14][N:13]([C:18]([O:20][C:21]([CH3:24])([CH3:23])[CH3:22])=[O:19])[CH2:12]1)=O.[CH3:25][C:26]1[N:27]([C:31]2[CH:36]=[CH:35][C:34]([NH:37][C:38]([NH2:40])=[NH:39])=[CH:33][CH:32]=2)[CH:28]=[CH:29][N:30]=1.C(=O)([O-])[O-].[K+].[K+].C(Cl)Cl. Product: [F:1][C:2]1[CH:7]=[CH:6][CH:5]=[CH:4][C:3]=1[CH2:8][C:9]1[C:11]2[CH2:12][N:13]([C:18]([O:20][C:21]([CH3:24])([CH3:23])[CH3:22])=[O:19])[CH2:14][CH2:15][C:16]=2[N:40]=[C:38]([NH:37][C:34]2[CH:35]=[CH:36][C:31]([N:27]3[CH:28]=[CH:29][N:30]=[C:26]3[CH3:25])=[CH:32][CH:33]=2)[N:39]=1. The catalyst class is: 88. (4) Reactant: F[C:2](F)(F)[C:3](O)=O.[F:8][C:9]1[CH:17]=[CH:16][C:15]2[N:14]([C:18]3[CH:19]=[N:20][N:21]4[CH2:26][CH2:25][NH:24][CH2:23][C:22]=34)[C:13]3[CH:27]=[N:28][NH:29][C:12]=3[C:11]=2[CH:10]=1.C(=O)C.N1C=CC=CC=1.B. Product: [CH2:2]([N:24]1[CH2:25][CH2:26][N:21]2[N:20]=[CH:19][C:18]([N:14]3[C:15]4[CH:16]=[CH:17][C:9]([F:8])=[CH:10][C:11]=4[C:12]4[NH:29][N:28]=[CH:27][C:13]3=4)=[C:22]2[CH2:23]1)[CH3:3]. The catalyst class is: 5.